From a dataset of Forward reaction prediction with 1.9M reactions from USPTO patents (1976-2016). Predict the product of the given reaction. (1) Given the reactants Cl[CH2:2][C:3]([C:5]1[CH:13]=[C:12]2[C:8]([CH:9]=[CH:10][N:11]2C(=O)C(C)(C)C)=[CH:7][CH:6]=1)=O.C([O-])(O)=O.[Na+].[CH3:25][NH:26][CH3:27].[H-].[H-].[H-].[H-].[Li+].[Al+3], predict the reaction product. The product is: [CH3:25][N:26]([CH2:2][CH2:3][C:5]1[CH:13]=[C:12]2[C:8]([CH:9]=[CH:10][NH:11]2)=[CH:7][CH:6]=1)[CH3:27]. (2) Given the reactants O[CH2:2][C:3]1[N:7]([C:8]2[CH:15]=[CH:14][C:11]([C:12]#[N:13])=[C:10]([C:16]([F:19])([F:18])[F:17])[CH:9]=2)[N:6]=[N:5][N:4]=1.S(Cl)([Cl:22])=O, predict the reaction product. The product is: [Cl:22][CH2:2][C:3]1[N:7]([C:8]2[CH:15]=[CH:14][C:11]([C:12]#[N:13])=[C:10]([C:16]([F:19])([F:18])[F:17])[CH:9]=2)[N:6]=[N:5][N:4]=1.